Dataset: Cav3 T-type calcium channel HTS with 100,875 compounds. Task: Binary Classification. Given a drug SMILES string, predict its activity (active/inactive) in a high-throughput screening assay against a specified biological target. (1) The molecule is s1c(Nc2ccc(OCC)cc2)nc(Cc2oc(SCC(O)=O)nn2)c1. The result is 0 (inactive). (2) The compound is o1c(C(=O)Nc2c(c3ccccc3)cccc2)ccc1. The result is 0 (inactive). (3) The molecule is n12c(nnc2C)c(NC(C)C)nc2c1cccc2. The result is 0 (inactive). (4) The molecule is s1c2c(=O)n(CC(=O)N3CCN(CC3)c3c(ccc(c3)C)C)c(=O)[nH]c2cc1. The result is 0 (inactive). (5) The compound is FC(F)(F)c1cc(C(N2CCN(CC2)C)c2n(nnn2)C(C)(C)C)ccc1. The result is 0 (inactive). (6) The molecule is S1(=O)(=O)Nc2c(c3c1cccc3)cc(cc2)C. The result is 0 (inactive). (7) The compound is Clc1c(c2oc3c(n2)cc(NC(=O)c2[nH]ncn2)cc3)cccc1. The result is 0 (inactive). (8) The molecule is S(=O)(=O)(NCCCOC(C)C)c1cc2oc(=O)n(c2cc1)C. The result is 0 (inactive). (9) The drug is S(=O)(=O)(N1CCCCC1)c1cc/2c(c3c(cc(S(=O)(=O)N4CCCCC4)cc3)C2=N\O)cc1. The result is 1 (active). (10) The drug is o1c2c(c3CCCCc3c1=O)c(OC(C)C(OC)=O)cc(c2)C. The result is 0 (inactive).